This data is from Full USPTO retrosynthesis dataset with 1.9M reactions from patents (1976-2016). The task is: Predict the reactants needed to synthesize the given product. The reactants are: Br[CH2:2][C:3]([C:5]1[CH:14]=[CH:13][C:12]2[C:7](=[CH:8][CH:9]=[CH:10][CH:11]=2)[CH:6]=1)=[O:4].[ClH:15].Cl.[CH2:17]([N:26]1[CH2:31][CH2:30][NH:29][CH2:28][CH2:27]1)[C:18]([C:20]1[CH:25]=[CH:24][CH:23]=[CH:22][CH:21]=1)=[O:19].C([O-])([O-])=O.[K+].[K+]. Given the product [ClH:15].[ClH:15].[CH:6]1[C:7]2[C:12](=[CH:11][CH:10]=[CH:9][CH:8]=2)[CH:13]=[CH:14][C:5]=1[C:3]([CH2:2][N:29]1[CH2:30][CH2:31][N:26]([CH2:17][C:18]([C:20]2[CH:25]=[CH:24][CH:23]=[CH:22][CH:21]=2)=[O:19])[CH2:27][CH2:28]1)=[O:4], predict the reactants needed to synthesize it.